Dataset: Full USPTO retrosynthesis dataset with 1.9M reactions from patents (1976-2016). Task: Predict the reactants needed to synthesize the given product. (1) Given the product [N+:1]([C:4]1[CH:12]=[CH:11][CH:10]=[C:6]([C:7]([O:9][CH3:19])=[O:8])[C:5]=1[OH:13])([O-:3])=[O:2], predict the reactants needed to synthesize it. The reactants are: [N+:1]([C:4]1[CH:12]=[CH:11][CH:10]=[C:6]([C:7]([OH:9])=[O:8])[C:5]=1[OH:13])([O-:3])=[O:2].S(=O)(=O)(O)O.[CH3:19]O. (2) Given the product [CH:1]1([C:4]2[N:22]([C:19]3[CH:20]=[CH:21][C:16]([F:15])=[CH:17][CH:18]=3)[N:12]=[CH:11][C:6]=2[C:7]([O:9][CH3:10])=[O:8])[CH2:2][CH2:3]1, predict the reactants needed to synthesize it. The reactants are: [CH:1]1([C:4]([C:6](=[CH:11][N:12](C)C)[C:7]([O:9][CH3:10])=[O:8])=O)[CH2:3][CH2:2]1.[F:15][C:16]1[CH:21]=[CH:20][C:19]([NH:22]N)=[CH:18][CH:17]=1.C(N(CC)CC)C. (3) Given the product [C:14]1([CH3:18])[CH:15]=[CH:16][CH:17]=[C:12]([C:11]2[C:6]([CH:4]3[CH2:5][N:2]([C:20]4[CH:29]=[CH:28][C:27]5[C:22](=[CH:23][CH:24]=[CH:25][CH:26]=5)[N:21]=4)[CH2:3]3)=[N:7][CH:8]=[CH:9][N:10]=2)[CH:13]=1, predict the reactants needed to synthesize it. The reactants are: Cl.[NH:2]1[CH2:5][CH:4]([C:6]2[C:11]([C:12]3[CH:13]=[C:14]([CH3:18])[CH:15]=[CH:16][CH:17]=3)=[N:10][CH:9]=[CH:8][N:7]=2)[CH2:3]1.Cl[C:20]1[CH:29]=[CH:28][C:27]2[C:22](=[CH:23][CH:24]=[CH:25][CH:26]=2)[N:21]=1.C([O-])([O-])=O.[Cs+].[Cs+]. (4) The reactants are: [NH:1]1[CH2:5][CH2:4][CH2:3][CH2:2]1.[Li]CCCC.[C:11]([O:15][C:16]([N:18]1[CH2:23][CH2:22][N:21]([C:24]([C:27](OCC)=[O:28])([CH3:26])[CH3:25])[CH2:20][CH2:19]1)=[O:17])([CH3:14])([CH3:13])[CH3:12]. Given the product [C:11]([O:15][C:16]([N:18]1[CH2:19][CH2:20][N:21]([C:24]([CH3:26])([CH3:25])[C:27](=[O:28])[N:1]2[CH2:5][CH2:4][CH2:3][CH2:2]2)[CH2:22][CH2:23]1)=[O:17])([CH3:14])([CH3:13])[CH3:12], predict the reactants needed to synthesize it. (5) The reactants are: [CH2:1](O)[CH2:2][CH2:3][CH2:4][CH2:5][CH2:6][CH2:7][CH2:8][CH2:9][CH2:10]/[CH:11]=[CH:12]\[CH2:13][CH3:14].C(Br)(Br)(Br)[Br:17].C1(P(C2C=CC=CC=2)C2C=CC=CC=2)C=CC=CC=1. Given the product [Br:17][CH2:1][CH2:2][CH2:3][CH2:4][CH2:5][CH2:6][CH2:7][CH2:8][CH2:9][CH2:10]/[CH:11]=[CH:12]\[CH2:13][CH3:14], predict the reactants needed to synthesize it. (6) Given the product [CH2:41]([O:40][C:38]([C:37]1[N:35]=[CH:36][N:9]2[C:10]3[C:5](=[CH:4][C:3]([O:2][CH3:1])=[C:12]([O:13][CH3:14])[CH:11]=3)[CH2:6][CH2:7][C:8]=12)=[O:39])[CH3:42], predict the reactants needed to synthesize it. The reactants are: [CH3:1][O:2][C:3]1[CH:4]=[C:5]2[C:10](=[CH:11][C:12]=1[O:13][CH3:14])[NH:9][C:8](=O)[CH2:7][CH2:6]2.C[Si]([N-][Si](C)(C)C)(C)C.[Na+].P(Cl)(OCC)(OCC)=O.[N+:35]([CH2:37][C:38]([O:40][CH2:41][CH3:42])=[O:39])#[C-:36].C(O)(=O)CC(CC(O)=O)(C(O)=O)O.